The task is: Regression. Given a peptide amino acid sequence and an MHC pseudo amino acid sequence, predict their binding affinity value. This is MHC class I binding data.. This data is from Peptide-MHC class I binding affinity with 185,985 pairs from IEDB/IMGT. (1) The peptide sequence is HTAEIQQFF. The MHC is HLA-B27:05 with pseudo-sequence HLA-B27:05. The binding affinity (normalized) is 0.0847. (2) The peptide sequence is FPANINDKQI. The MHC is HLA-B54:01 with pseudo-sequence HLA-B54:01. The binding affinity (normalized) is 0.758.